From a dataset of HIV replication inhibition screening data with 41,000+ compounds from the AIDS Antiviral Screen. Binary Classification. Given a drug SMILES string, predict its activity (active/inactive) in a high-throughput screening assay against a specified biological target. (1) The molecule is CC12CCCC(=O)C1CC(C(=O)O)CC2. The result is 0 (inactive). (2) The compound is Cc1ccc(NC(=O)CC2SC(=N)NC2=O)cc1C. The result is 0 (inactive). (3) The molecule is O=C1C2C(c3ccccc3)=NN(C(=O)c3ccccc3)C2C(=O)N1c1ccccc1. The result is 0 (inactive). (4) The molecule is CC1CCc2c(sc3ncnc(NN=Cc4ccc(Cl)cc4)c23)C1. The result is 0 (inactive). (5) The drug is CC1=C(C(=O)Nc2cc(=O)n(C)c(=O)n2C)C(c2ccco2)C(C(=O)Nc2cc(=O)n(C)c(=O)n2C)=C(C)N1. The result is 0 (inactive). (6) The drug is COC(=O)C(Cc1c[nH]c2ccccc12)NC(=O)C(Cc1c[nH]c2ccccc12)NC(=O)C(Cc1c[nH]c2ccccc12)NC(=O)C(Cc1c[nH]c2ccccc12)NC(=O)C(Cc1c[nH]c2ccccc12)NC(=O)OC(C)(C)C. The result is 0 (inactive). (7) The compound is O=C(Nc1ccc([N+](=O)[O-])cc1C(=O)O)c1ccc([N+](=O)[O-])cc1. The result is 0 (inactive). (8) The molecule is COC(=O)CCC(C)C1CCC2C3CCC4CC(CO)CCC4(C)C3CCC12C. The result is 0 (inactive). (9) The drug is NC(=O)NCOC(=S)SSSC(=S)OCNC(N)=O. The result is 0 (inactive).